From a dataset of Catalyst prediction with 721,799 reactions and 888 catalyst types from USPTO. Predict which catalyst facilitates the given reaction. Reactant: [NH2:1][C:2]1[C:7]([CH:8]=O)=[CH:6][N:5]=[C:4]([S:10][CH3:11])[N:3]=1.[NH2:12][C:13]1[C:14]([Cl:23])=[C:15]([CH2:20][C:21]#[N:22])[C:16]([Cl:19])=[CH:17][CH:18]=1.C([O-])([O-])=O.[K+].[K+]. Product: [NH2:12][C:13]1[C:14]([Cl:23])=[C:15]([C:20]2[C:21]([NH2:22])=[N:1][C:2]3[N:3]=[C:4]([S:10][CH3:11])[N:5]=[CH:6][C:7]=3[CH:8]=2)[C:16]([Cl:19])=[CH:17][CH:18]=1. The catalyst class is: 3.